Dataset: TCR-epitope binding with 47,182 pairs between 192 epitopes and 23,139 TCRs. Task: Binary Classification. Given a T-cell receptor sequence (or CDR3 region) and an epitope sequence, predict whether binding occurs between them. (1) The epitope is EEHVQIHTI. The TCR CDR3 sequence is CASSPRGSGESTDTQYF. Result: 1 (the TCR binds to the epitope). (2) The epitope is LLQTGIHVRVSQPSL. The TCR CDR3 sequence is CASSDRGLSETQYF. Result: 0 (the TCR does not bind to the epitope).